From a dataset of Forward reaction prediction with 1.9M reactions from USPTO patents (1976-2016). Predict the product of the given reaction. (1) Given the reactants CC1(C)O[O:3]1.[CH3:6][C@H:7]1[C@H:28]2[O:29][C@@H:30]3[C@@:65]([CH3:68])([CH2:66][CH2:67][C@@H:27]2[O:26][C@@H:10]2[CH2:11][C@:12]4([CH3:25])[O:18][C@@H:17]5[C:19]([CH3:24])=[CH:20][C:21]([O:23][C@H:16]5[CH2:15][C@H:13]4[O:14][C@H:9]2[CH2:8]1)=[O:22])[O:64][C@@:33]1([CH3:69])[CH2:34][C@H:35]2[O:43][C@H:42]4[CH2:44][C@H:45]5[O:51][C@@:50]6([CH3:62])[C@@H:52]([OH:61])[CH2:53][C@@H:54]([CH2:56][C:57]([CH:59]=[O:60])=[CH2:58])[O:55][C@@H:49]6[CH2:48][C@@H:46]5[O:47][C@@H:41]4[CH:40]=[CH:39][CH2:38][C@:36]2([CH3:63])[O:37][C@@H:32]1[CH2:31]3, predict the reaction product. The product is: [CH3:6][C@H:7]1[CH:28]2[O:29][CH:30]3[C@@:65]([CH3:68])([CH2:66][CH2:67][CH:27]2[O:26][CH:10]2[CH2:11][C@:12]4([CH3:25])[O:18][CH:17]5[C:19]([CH3:24])=[CH:20][C:21]([O:23][CH:16]5[CH2:15][CH:13]4[O:14][CH:9]2[CH2:8]1)=[O:22])[O:64][C@@:33]1([CH3:69])[CH2:34][CH:35]2[O:43][CH:42]4[CH2:44][CH:45]5[O:51][C@@:50]6([CH3:62])[CH:52]([OH:61])[CH2:53][CH:54]([CH2:56][C:57]([CH:59]=[O:60])=[CH2:58])[O:55][CH:49]6[CH2:48][CH:46]5[O:47][CH:41]4[CH:40]4[O:3][CH:39]4[CH2:38][C@@:36]2([CH3:63])[O:37][CH:32]1[CH2:31]3. (2) Given the reactants Br[C:2]1[CH:7]=[C:6]([Cl:8])[CH:5]=[CH:4][C:3]=1[CH2:9][CH2:10][O:11][Si:12]([C:15]([CH3:18])([CH3:17])[CH3:16])([CH3:14])[CH3:13].C1C[O:22][CH2:21]C1.[Li]CCCC.CCCCCC.CN(C=O)C, predict the reaction product. The product is: [Si:12]([O:11][CH2:10][CH2:9][C:3]1[CH:4]=[CH:5][C:6]([Cl:8])=[CH:7][C:2]=1[CH:21]=[O:22])([C:15]([CH3:18])([CH3:17])[CH3:16])([CH3:14])[CH3:13]. (3) Given the reactants [CH2:1]([O:3][C:4](=[O:15])[C:5](=[CH:11]OCC)[C:6]([O:8][CH2:9][CH3:10])=[O:7])[CH3:2].[NH2:16][C:17]1[CH:22]=[CH:21][CH:20]=[C:19]([CH3:23])[N:18]=1, predict the reaction product. The product is: [CH2:9]([O:8][C:6](=[O:7])[C:5](=[CH:11][NH:16][C:17]1[CH:22]=[CH:21][CH:20]=[C:19]([CH3:23])[N:18]=1)[C:4]([O:3][CH2:1][CH3:2])=[O:15])[CH3:10]. (4) Given the reactants [C:1]([O:4][CH2:5]/[CH:6]=[CH:7]/[CH2:8][OH:9])(=[O:3])[CH3:2], predict the reaction product. The product is: [C:1]([O:4][CH2:5]/[CH:6]=[CH:7]/[CH:8]=[O:9])(=[O:3])[CH3:2].